This data is from Reaction yield outcomes from USPTO patents with 853,638 reactions. The task is: Predict the reaction yield, written as a fraction of the theoretical maximum amount of product (1.0 means a 100% yield; for example, 0.34 means a 34% yield). (1) The reactants are Br[CH2:2][CH:3]=[CH2:4].[N:5]1([C:12]2[CH:22]=[CH:21][C:15]([C:16]([O:18][CH2:19][CH3:20])=[O:17])=[CH:14][CH:13]=2)[CH2:11][CH2:10][CH2:9][NH:8][CH2:7][CH2:6]1.CCN(C(C)C)C(C)C. The catalyst is ClCCl. The product is [CH2:2]([N:8]1[CH2:9][CH2:10][CH2:11][N:5]([C:12]2[CH:13]=[CH:14][C:15]([C:16]([O:18][CH2:19][CH3:20])=[O:17])=[CH:21][CH:22]=2)[CH2:6][CH2:7]1)[CH:3]=[CH2:4]. The yield is 0.485. (2) The reactants are [C:1]([O:5][C:6]([N:8]1[CH2:13][CH2:12][CH:11]([O:14][C:15]2[CH:20]=[CH:19][C:18]([NH:21][CH2:22]/[CH:23]=[CH:24]/[C:25]3[CH:26]=[C:27]([CH:30]=[CH:31][CH:32]=3)[C:28]#[N:29])=[CH:17][C:16]=2[C:33](=[O:35])[NH2:34])[CH2:10][CH2:9]1)=[O:7])([CH3:4])([CH3:3])[CH3:2].[CH2:36]([S:38](Cl)(=[O:40])=[O:39])[CH3:37].N1C=CC=CC=1.CO. The catalyst is ClCCl. The product is [C:1]([O:5][C:6]([N:8]1[CH2:13][CH2:12][CH:11]([O:14][C:15]2[CH:20]=[CH:19][C:18]([N:21]([CH2:22]/[CH:23]=[CH:24]/[C:25]3[CH:32]=[CH:31][CH:30]=[C:27]([C:28]#[N:29])[CH:26]=3)[S:38]([CH2:36][CH3:37])(=[O:40])=[O:39])=[CH:17][C:16]=2[C:33](=[O:35])[NH2:34])[CH2:10][CH2:9]1)=[O:7])([CH3:4])([CH3:2])[CH3:3]. The yield is 0.900. (3) The reactants are Br[C:2]1[CH:7]=[CH:6][C:5]([CH:8]2[C:12]3[CH:13]=[C:14]([NH:19][C:20](=[O:26])[CH2:21][C:22]([CH3:25])([CH3:24])[CH3:23])[C:15]([CH3:18])=[C:16]([CH3:17])[C:11]=3[O:10][C:9]2([CH3:28])[CH3:27])=[CH:4][CH:3]=1.C([Li])CCC.CN([CH:37]=[O:38])C.O. The catalyst is C1COCC1. The product is [CH:37]([C:2]1[CH:7]=[CH:6][C:5]([CH:8]2[C:12]3[CH:13]=[C:14]([NH:19][C:20](=[O:26])[CH2:21][C:22]([CH3:23])([CH3:24])[CH3:25])[C:15]([CH3:18])=[C:16]([CH3:17])[C:11]=3[O:10][C:9]2([CH3:28])[CH3:27])=[CH:4][CH:3]=1)=[O:38]. The yield is 0.460.